This data is from Full USPTO retrosynthesis dataset with 1.9M reactions from patents (1976-2016). The task is: Predict the reactants needed to synthesize the given product. (1) Given the product [NH2:36][C:34]1[N:33]=[CH:32][N:31]=[C:30]2[N:29]([CH2:12][C:6]3[N:5]([CH2:14][C:15]4[CH:20]=[CH:19][CH:18]=[CH:17][C:16]=4[C:21]([F:24])([F:23])[F:22])[C:4](=[O:25])[C:3]4[C:8](=[CH:9][CH:10]=[CH:11][C:2]=4[Br:1])[N:7]=3)[N:28]=[C:27]([I:26])[C:35]=12, predict the reactants needed to synthesize it. The reactants are: [Br:1][C:2]1[CH:11]=[CH:10][CH:9]=[C:8]2[C:3]=1[C:4](=[O:25])[N:5]([CH2:14][C:15]1[CH:20]=[CH:19][CH:18]=[CH:17][C:16]=1[C:21]([F:24])([F:23])[F:22])[C:6]([CH2:12]Cl)=[N:7]2.[I:26][C:27]1[C:35]2[C:30](=[N:31][CH:32]=[N:33][C:34]=2[NH2:36])[NH:29][N:28]=1.C(=O)([O-])[O-].[K+].[K+].O. (2) Given the product [CH2:10]([O:12][C:13]([C:14]1[N:1]=[C:2]2[CH:7]=[CH:6][C:5]([C:8]#[N:9])=[CH:4][N:3]2[CH:15]=1)=[O:18])[CH3:11], predict the reactants needed to synthesize it. The reactants are: [NH2:1][C:2]1[CH:7]=[CH:6][C:5]([C:8]#[N:9])=[CH:4][N:3]=1.[CH2:10]([O:12][C:13](=[O:18])[C:14](=O)[CH2:15]Br)[CH3:11].C(=O)([O-])O.[Na+]. (3) Given the product [C:14]1([C:20]2[S:24][C:23]([S:25]([N:28]3[CH2:33][CH2:32][N:31]([S:10]([CH2:9][CH2:8][C:3]4[CH:4]=[CH:5][CH:6]=[CH:7][N:2]=4)(=[O:12])=[O:11])[CH2:30][C@@H:29]3[C:34]([NH:36][O:37][CH:38]3[CH2:43][CH2:42][CH2:41][CH2:40][O:39]3)=[O:35])(=[O:26])=[O:27])=[CH:22][CH:21]=2)[CH:15]=[CH:16][CH:17]=[CH:18][CH:19]=1, predict the reactants needed to synthesize it. The reactants are: Cl.[N:2]1[CH:7]=[CH:6][CH:5]=[CH:4][C:3]=1[CH2:8][CH2:9][S:10](Cl)(=[O:12])=[O:11].[C:14]1([C:20]2[S:24][C:23]([S:25]([N:28]3[CH2:33][CH2:32][NH:31][CH2:30][C@@H:29]3[C:34]([NH:36][O:37][CH:38]3[CH2:43][CH2:42][CH2:41][CH2:40][O:39]3)=[O:35])(=[O:27])=[O:26])=[CH:22][CH:21]=2)[CH:19]=[CH:18][CH:17]=[CH:16][CH:15]=1.C(N(CC)CC)C. (4) The reactants are: [Cl:1][C:2]1[CH:14]=[C:13]([NH:15][C:16]2[C:25]3[C:20](=[CH:21][CH:22]=[CH:23][C:24]=3[O:26][CH:27]3[CH2:32][CH2:31][N:30]([CH3:33])[CH2:29][CH2:28]3)[N:19]=[CH:18][N:17]=2)[CH:12]=[CH:11][C:3]=1[C:4]([O:6]C(C)(C)C)=[O:5]. Given the product [ClH:1].[Cl:1][C:2]1[CH:14]=[C:13]([NH:15][C:16]2[C:25]3[C:20](=[CH:21][CH:22]=[CH:23][C:24]=3[O:26][CH:27]3[CH2:32][CH2:31][N:30]([CH3:33])[CH2:29][CH2:28]3)[N:19]=[CH:18][N:17]=2)[CH:12]=[CH:11][C:3]=1[C:4]([OH:6])=[O:5], predict the reactants needed to synthesize it. (5) Given the product [CH3:40][S:41]([O:1][CH2:2][CH2:3][CH2:4][S:5][C:6]1[C:14]2[C:13](=[O:15])[N:12]([CH3:16])[C:11](=[O:17])[N:10]([CH2:18][CH:19]([CH3:20])[CH3:21])[C:9]=2[S:8][C:7]=1[CH2:22][C:23]1[C:32]2[C:27](=[CH:28][CH:29]=[CH:30][CH:31]=2)[CH:26]=[CH:25][CH:24]=1)(=[O:43])=[O:42], predict the reactants needed to synthesize it. The reactants are: [OH:1][CH2:2][CH2:3][CH2:4][S:5][C:6]1[C:14]2[C:13](=[O:15])[N:12]([CH3:16])[C:11](=[O:17])[N:10]([CH2:18][CH:19]([CH3:21])[CH3:20])[C:9]=2[S:8][C:7]=1[CH2:22][C:23]1[C:32]2[C:27](=[CH:28][CH:29]=[CH:30][CH:31]=2)[CH:26]=[CH:25][CH:24]=1.C(N(CC)CC)C.[CH3:40][S:41](Cl)(=[O:43])=[O:42].C(=O)(O)[O-].[Na+]. (6) Given the product [NH2:13][C:12]1[CH:11]=[CH:10][C:9]([C:18]2[CH:23]=[CH:22][C:21]([CH2:24][CH2:25][CH2:26][C:27]([O:29][CH3:30])=[O:28])=[CH:20][CH:19]=2)=[CH:15][CH:14]=1, predict the reactants needed to synthesize it. The reactants are: CC1(C)C(C)(C)OB([C:9]2[CH:15]=[CH:14][C:12]([NH2:13])=[CH:11][CH:10]=2)O1.I[C:18]1[CH:23]=[CH:22][C:21]([CH2:24][CH2:25][CH2:26][C:27]([O:29][CH3:30])=[O:28])=[CH:20][CH:19]=1.C(Cl)Cl.CO.